From a dataset of Rat liver microsome stability data. Regression/Classification. Given a drug SMILES string, predict its absorption, distribution, metabolism, or excretion properties. Task type varies by dataset: regression for continuous measurements (e.g., permeability, clearance, half-life) or binary classification for categorical outcomes (e.g., BBB penetration, CYP inhibition). Dataset: rlm. (1) The drug is O=C(N[C@@H](Cn1ccnc1)c1ccc(Cl)cc1Cl)c1ccc(-c2nnc(-c3cccc(Br)c3)o2)cc1. The result is 0 (unstable in rat liver microsomes). (2) The compound is CCN1C(=O)CN(Cc2ccc(-c3cccc(CN4CCCCC4)n3)cc2)C1=O. The result is 0 (unstable in rat liver microsomes). (3) The compound is CCN1C(=O)c2ccccc2[S@+]([O-])c2ccc(C(=O)N[C@H](C)c3ccc4ccccc4c3)cc21. The result is 1 (stable in rat liver microsomes). (4) The compound is CC[C@@H](C)Oc1cc2c(cc1OC)CC(=O)N(c1ccc(N(C)C[C@H]3CC[C@H](N(C)C)CC3)cc1)[C@H]2c1ccc(Cl)cc1. The result is 0 (unstable in rat liver microsomes). (5) The drug is CCOc1ccc(OCC)c(NC(=O)C(NS(=O)(=O)c2ccc(Br)s2)c2ccccc2)c1. The result is 1 (stable in rat liver microsomes).